Task: Predict the reactants needed to synthesize the given product.. Dataset: Full USPTO retrosynthesis dataset with 1.9M reactions from patents (1976-2016) (1) Given the product [CH3:4][C:2]([C:5]1[C:10]([NH:11][C:12]([C:14]2[C:23](=[O:24])[C:22]3[CH:21]=[CH:20][CH:19]=[CH:18][C:17]=3[NH:16][CH:15]=2)=[O:13])=[CH:9][C:8]([OH:25])=[C:7]([C:26]([CH3:29])([CH3:28])[CH3:27])[CH:6]=1)([CH3:1])[CH3:3].[CH2:12]([OH:13])[CH2:14][CH2:23][CH3:22], predict the reactants needed to synthesize it. The reactants are: [CH3:1][C:2]([C:5]1[C:10]([NH:11][C:12]([C:14]2[C:23](=[O:24])[C:22]3[CH:21]=[CH:20][CH:19]=[CH:18][C:17]=3[NH:16][CH:15]=2)=[O:13])=[CH:9][C:8]([OH:25])=[C:7]([C:26]([CH3:29])([CH3:28])[CH3:27])[CH:6]=1)([CH3:4])[CH3:3]. (2) Given the product [CH3:1][C:2]1([CH3:12])[O:6][C:5](=[CH:7][C:8]([N:19]([CH2:18][C:17]2[CH:22]=[CH:23][C:14]([F:13])=[C:15]([CH3:24])[CH:16]=2)[O:20][CH3:21])=[O:9])[C:4](=[O:11])[O:3]1, predict the reactants needed to synthesize it. The reactants are: [CH3:1][C:2]1([CH3:12])[O:6][C:5](=[CH:7][C:8](Cl)=[O:9])[C:4](=[O:11])[O:3]1.[F:13][C:14]1[CH:23]=[CH:22][C:17]([CH2:18][NH:19][O:20][CH3:21])=[CH:16][C:15]=1[CH3:24]. (3) The reactants are: Cl[C:2]1[CH:7]=[C:6]([NH2:8])[CH:5]=[C:4]([Cl:9])[N:3]=1.[O-:10][CH2:11][CH3:12].[Na+].C(O)C. Given the product [Cl:9][C:4]1[CH:5]=[C:6]([NH2:8])[CH:7]=[C:2]([O:10][CH2:11][CH3:12])[N:3]=1, predict the reactants needed to synthesize it. (4) The reactants are: Cl[C:2]1[N:7]=[C:6]([NH:8][C:9]2[CH:14]=[CH:13][CH:12]=[CH:11][C:10]=2[S:15]([CH:18]([CH3:20])[CH3:19])(=[O:17])=[O:16])[C:5]([Cl:21])=[CH:4][N:3]=1.[CH2:22]([N:29]1[CH2:34][CH2:33][P:32]([C:36]2[CH:42]=[CH:41][C:39]([NH2:40])=[C:38]([O:43][CH3:44])[CH:37]=2)(=[O:35])[CH2:31][CH2:30]1)[C:23]1[CH:28]=[CH:27][CH:26]=[CH:25][CH:24]=1.Cl.[OH-].[Na+]. Given the product [CH2:22]([N:29]1[CH2:30][CH2:31][P:32]([C:36]2[CH:42]=[CH:41][C:39]([NH:40][C:2]3[N:7]=[C:6]([NH:8][C:9]4[CH:14]=[CH:13][CH:12]=[CH:11][C:10]=4[S:15]([CH:18]([CH3:20])[CH3:19])(=[O:17])=[O:16])[C:5]([Cl:21])=[CH:4][N:3]=3)=[C:38]([O:43][CH3:44])[CH:37]=2)(=[O:35])[CH2:33][CH2:34]1)[C:23]1[CH:28]=[CH:27][CH:26]=[CH:25][CH:24]=1, predict the reactants needed to synthesize it. (5) Given the product [CH3:10][C:7]1[O:8][CH:9]=[C:5]([C:3]([OH:4])=[O:2])[N:6]=1, predict the reactants needed to synthesize it. The reactants are: C[O:2][C:3]([C:5]1[N:6]=[C:7]([CH3:10])[O:8][CH:9]=1)=[O:4].[OH-].[Na+]. (6) Given the product [CH3:1][O:2][C:3](=[O:23])[CH2:4][C:5]1[CH:10]=[CH:9][C:8]([O:11][CH3:12])=[C:7]([O:13][C:14]2[CH:19]=[CH:18][C:17]([Br:20])=[CH:16][C:15]=2[CH2:21][N:26]2[C@@H:25]([CH3:24])[C@@H:29]([C:30]3[CH:35]=[CH:34][CH:33]=[CH:32][CH:31]=3)[O:28][C:27]2=[O:36])[CH:6]=1, predict the reactants needed to synthesize it. The reactants are: [CH3:1][O:2][C:3](=[O:23])[CH2:4][C:5]1[CH:10]=[CH:9][C:8]([O:11][CH3:12])=[C:7]([O:13][C:14]2[CH:19]=[CH:18][C:17]([Br:20])=[CH:16][C:15]=2[CH2:21]Br)[CH:6]=1.[CH3:24][C@H:25]1[C@@H:29]([C:30]2[CH:35]=[CH:34][CH:33]=[CH:32][CH:31]=2)[O:28][C:27](=[O:36])[NH:26]1.